From a dataset of Retrosynthesis with 50K atom-mapped reactions and 10 reaction types from USPTO. Predict the reactants needed to synthesize the given product. (1) Given the product CSc1ccc2c(c1)C(O)c1ccccc1C=C2, predict the reactants needed to synthesize it. The reactants are: CSc1ccc2ccc3ccccc3c(=O)c2c1. (2) Given the product Cc1ccc(S(=O)(=O)OCCc2cccn2C)cc1, predict the reactants needed to synthesize it. The reactants are: Cc1ccc(S(=O)(=O)Cl)cc1.Cn1cccc1CCO. (3) Given the product COC(=O)c1nc(C)sc1-c1ccc(F)c(F)c1, predict the reactants needed to synthesize it. The reactants are: CC(N)=S.COC(=O)C(=O)C(Cl)c1ccc(F)c(F)c1. (4) The reactants are: CSc1ccc(C=O)cc1C#N. Given the product CSc1ccc(CO)cc1C#N, predict the reactants needed to synthesize it. (5) Given the product COc1cc(F)c(C(Nc2ccc(C(=N)N)cc2)C(=O)O)cc1OC, predict the reactants needed to synthesize it. The reactants are: COC(=O)C(Nc1ccc(C(=N)N)cc1)c1cc(OC)c(OC)cc1F. (6) Given the product CCn1cc(-c2ccnc3c2ccn3S(=O)(=O)c2ccc(C)cc2)c(-c2cccc([N+](=O)[O-])c2)n1, predict the reactants needed to synthesize it. The reactants are: CCn1cc(Br)c(-c2cccc([N+](=O)[O-])c2)n1.Cc1ccc(S(=O)(=O)n2ccc3c(B4OC(C)(C)C(C)(C)O4)ccnc32)cc1.